Dataset: Full USPTO retrosynthesis dataset with 1.9M reactions from patents (1976-2016). Task: Predict the reactants needed to synthesize the given product. (1) Given the product [CH3:1][C@H:2]1[CH2:33][C:32]([CH3:34])=[CH:31][C@@H:30]([CH2:35][CH:36]=[CH2:37])[C:28](=[O:29])[CH2:27][C@H:26]([OH:38])[C@@H:25]([CH3:39])[C@@H:24](/[C:40](/[CH3:51])=[CH:41]/[C@H:42]2[CH2:47][C@@H:46]([O:48][CH3:49])[C@H:45]([OH:50])[CH2:44][CH2:43]2)[O:23][C:21](=[O:22])[C@H:20]2[N:15]([CH2:16][CH2:17][CH2:18][CH2:19]2)[C:13](=[O:14])[C:11](=[O:12])[C@:9]2([OH:52])[O:10][C@@H:5]([C@@H:6]([O:54][CH3:55])[CH2:7][C@H:8]2[CH3:53])[C@@H:4]([O:56][CH3:57])[CH2:3]1.[OH:58][CH:59]1[O:78][C@H:77]([CH2:79][OH:80])[C@@H:64]([O:65][C@@H:66]2[O:74][C@H:73]([CH2:75][OH:76])[C@H:71]([OH:72])[C@H:69]([OH:70])[C@H:67]2[OH:68])[C@H:62]([OH:63])[C@H:60]1[OH:61], predict the reactants needed to synthesize it. The reactants are: [CH3:1][C@H:2]1[CH2:33][C:32]([CH3:34])=[CH:31][C@@H:30]([CH2:35][CH:36]=[CH2:37])[C:28](=[O:29])[CH2:27][C@H:26]([OH:38])[C@@H:25]([CH3:39])[C@@H:24](/[C:40](/[CH3:51])=[CH:41]/[C@H:42]2[CH2:47][C@@H:46]([O:48][CH3:49])[C@H:45]([OH:50])[CH2:44][CH2:43]2)[O:23][C:21](=[O:22])[C@H:20]2[N:15]([CH2:16][CH2:17][CH2:18][CH2:19]2)[C:13](=[O:14])[C:11](=[O:12])[C@:9]2([OH:52])[O:10][C@@H:5]([C@@H:6]([O:54][CH3:55])[CH2:7][C@H:8]2[CH3:53])[C@@H:4]([O:56][CH3:57])[CH2:3]1.[OH:58][CH:59]1[O:78][C@H:77]([CH2:79][OH:80])[C@@H:64]([O:65][C@@H:66]2[O:74][C@H:73]([CH2:75][OH:76])[C@H:71]([OH:72])[C@H:69]([OH:70])[C@H:67]2[OH:68])[C@H:62]([OH:63])[C@H:60]1[OH:61].C(#N)C. (2) The reactants are: [N:1]1([S:5]([NH2:8])(=[O:7])=[O:6])[CH2:4][CH2:3][CH2:2]1.C1(P(C2CCCCC2)C2C=CC=CC=2C2C(C(C)C)=CC(C(C)C)=CC=2C(C)C)CCCCC1.C(=O)([O-])[O-].[Cs+].[Cs+].Cl[C:50]1[N:55]=[C:54]([S:56][CH2:57][C:58]2[CH:63]=[CH:62][CH:61]=[C:60]([F:64])[C:59]=2[F:65])[N:53]=[C:52]([O:66][C@@H:67]([CH3:71])[C@@H:68]([OH:70])[CH3:69])[CH:51]=1. Given the product [F:65][C:59]1[C:60]([F:64])=[CH:61][CH:62]=[CH:63][C:58]=1[CH2:57][S:56][C:54]1[N:55]=[C:50]([NH:8][S:5]([N:1]2[CH2:4][CH2:3][CH2:2]2)(=[O:7])=[O:6])[CH:51]=[C:52]([O:66][C@@H:67]([CH3:71])[C@@H:68]([OH:70])[CH3:69])[N:53]=1, predict the reactants needed to synthesize it.